This data is from Human Reference Interactome with 51,813 positive PPI pairs across 8,248 proteins, plus equal number of experimentally-validated negative pairs. The task is: Binary Classification. Given two protein amino acid sequences, predict whether they physically interact or not. (1) Protein 1 (ENSG00000166188) has sequence MSESWQQPPQTQPQQPQPPQPQHHAEPPPALAEHTLPPGTAENPLGCAVYGILLQPDPGLQPPQHAPLQAAGEPGPKCGVCGHDLAHLSSPHEHQCLAGHDRSFQCTQCLKIFHQATDLLEHQCVQAEQKPFVCGVCKMGFSLLTSLAQHHSSHSGLVKCSICEKTYKPAEAAEPATTAAPSLPAAPAPSTVTPAEQADKPYSCPICQKPFKHLSELSRHERIHTGEKPYKCTLCDKSFSQSSHLVHHKRTHSSERPYKCAVCEKTFKHRSHLVRHMYAHSGEHHLFRCNVCELHFKESS.... Protein 2 (ENSG00000182307) has sequence MAALGHLAGEAAAAPGPGTPCASRGARLPGPVSSARNPSTVCLCPEQPTCSNADSRAHPLGDEGGTASKKQKNKKKTRNRASVANGGEKASEKLAPEEVPLSAEAQAQQLAQELAWCVEQLELGLKRQKPTPKQKEQAIGAIRTLRSKRTPLPRKRQLMHSLFGDYRAQMEAEWREALRALRAAAYSAQVQPVDGATRKKSQRVCRPRSIWRAKATLDMPDEEFRFNFF*MAALGHLAGEAAAAPGPGTPCASRGARLPGPVSSARNPSTVCLCPEQPTCSNADSRAHPLGDEGGTASKK.... Result: 0 (the proteins do not interact). (2) Protein 1 (ENSG00000135093) has sequence MLSSRAEAAMTAADRAIQRFLRTGAAVRYKVMKNWGVIGGIAAALAAGIYVIWGPITERKKRRKGLVPGLVNLGNTCFMNSLLQGLSACPAFIRWLEEFTSQYSRDQKEPPSHQYLSLTLLHLLKALSCQEVTDDEVLDASCLLDVLRMYRWQISSFEEQDAHELFHVITSSLEDERDRQPRVTHLFDVHSLEQQSEITPKQITCRTRGSPHPTSNHWKSQHPFHGRLTSNMVCKHCEHQSPVRFDTFDSLSLSIPAATWGHPLTLDHCLHHFISSESVRDVVCDNCTKIEAKGTLNGEK.... Protein 2 (ENSG00000120500) has sequence MSKVFKKTSSNGKLSIYLGKRDFVDHVDTVEPIDGVVLVDPEYLKCRKLFVMLTCAFRYGRDDLEVIGLTFRKDLYVQTLQVVPAESSSPQGPLTVLQERLLHKLGDNAYPFTLQMVTNLPCSVTLQPGPEDAGKPCGIDFEVKSFCAENPEETVSKRDYVRLVVRKVQFAPPEAGPGPSAQTIRRFLLSAQPLQLQAWMDREVHYHGEPISVNVSINNCTNKVIKKIKISVDQITDVVLYSLDKYTKTVFIQEFTETVAANSSFSQSFAVTPILAASCQKRGLALDGKLKHEDTNLASS.... Result: 0 (the proteins do not interact).